From a dataset of Catalyst prediction with 721,799 reactions and 888 catalyst types from USPTO. Predict which catalyst facilitates the given reaction. (1) Reactant: [CH3:1][O:2][C:3]1[CH:13]=[CH:12][C:6]2[CH2:7][CH2:8][S:9](=O)(=O)[C:5]=2[CH:4]=1.[Li].O.Cl. Product: [CH3:1][O:2][C:3]1[CH:13]=[CH:12][C:6]2[CH2:7][CH2:8][S:9][C:5]=2[CH:4]=1. The catalyst class is: 27. (2) Reactant: [Cl:1][C:2]1[C:3]2[CH:10]=[C:9](I)[N:8]([S:12]([C:15]3[CH:20]=[CH:19][CH:18]=[CH:17][CH:16]=3)(=[O:14])=[O:13])[C:4]=2[N:5]=[CH:6][N:7]=1.CC1(C)C(C)(C)OB([C:29]2[CH:34]=[CH:33][C:32]([N:35]3[CH2:40][CH2:39][O:38][CH2:37][CH2:36]3)=[CH:31][CH:30]=2)O1.C([O-])([O-])=O.[Na+].[Na+]. Product: [Cl:1][C:2]1[C:3]2[CH:10]=[C:9]([C:29]3[CH:30]=[CH:31][C:32]([N:35]4[CH2:36][CH2:37][O:38][CH2:39][CH2:40]4)=[CH:33][CH:34]=3)[N:8]([S:12]([C:15]3[CH:20]=[CH:19][CH:18]=[CH:17][CH:16]=3)(=[O:14])=[O:13])[C:4]=2[N:5]=[CH:6][N:7]=1. The catalyst class is: 104. (3) The catalyst class is: 31. Product: [C:29]([C:27]1[CH:26]=[C:25]([NH:33][S:34]([CH3:37])(=[O:36])=[O:35])[C:24]([O:38][CH3:39])=[C:23]([NH:22][C:19]([C:17]2[S:16][C:15]3[C:10]([NH:9][C:7](=[O:8])[C:3]4[CH:4]=[CH:5][CH:6]=[N:1][CH:2]=4)=[CH:11][CH:12]=[CH:13][C:14]=3[CH:18]=2)=[O:21])[CH:28]=1)([CH3:32])([CH3:30])[CH3:31]. Reactant: [N:1]1[CH:6]=[CH:5][CH:4]=[C:3]([C:7]([NH:9][C:10]2[C:15]3[S:16][C:17]([C:19]([OH:21])=O)=[CH:18][C:14]=3[CH:13]=[CH:12][CH:11]=2)=[O:8])[CH:2]=1.[NH2:22][C:23]1[C:24]([O:38][CH3:39])=[C:25]([NH:33][S:34]([CH3:37])(=[O:36])=[O:35])[CH:26]=[C:27]([C:29]([CH3:32])([CH3:31])[CH3:30])[CH:28]=1.CN(C(ON1N=NC2C=CC=NC1=2)=[N+](C)C)C.F[P-](F)(F)(F)(F)F.C1C=CC2N(O)N=NC=2C=1.C(NC(C)C)(C)C. (4) Reactant: [N:1]1[CH:6]=[CH:5][CH:4]=[C:3]([C:7]([CH:9]2[CH2:16][C:12]3[S:13][CH:14]=[CH:15][C:11]=3[C:10]2=O)=O)[CH:2]=1.O.[NH2:19][NH2:20].C(O)(=O)C. Product: [N:1]1[CH:6]=[CH:5][CH:4]=[C:3]([C:7]2[C:9]3[CH2:16][C:12]4[S:13][CH:14]=[CH:15][C:11]=4[C:10]=3[NH:20][N:19]=2)[CH:2]=1. The catalyst class is: 8. (5) Reactant: [NH2:1][CH2:2][CH2:3][CH2:4][P:5](C(OCC)OCC)(=[O:9])[O:6]CC.[CH2:17]([C:25]1[CH:32]=[CH:31][C:28]([CH:29]=O)=[CH:27][CH:26]=1)[CH2:18][CH2:19][CH2:20][CH2:21][CH2:22][CH2:23][CH3:24]. Product: [CH2:17]([C:25]1[CH:32]=[CH:31][C:28]([CH2:29][NH:1][CH2:2][CH2:3][CH2:4][PH:5](=[O:9])[OH:6])=[CH:27][CH:26]=1)[CH2:18][CH2:19][CH2:20][CH2:21][CH2:22][CH2:23][CH3:24]. The catalyst class is: 5.